From a dataset of Full USPTO retrosynthesis dataset with 1.9M reactions from patents (1976-2016). Predict the reactants needed to synthesize the given product. (1) The reactants are: [NH2:1][CH2:2][C:3]1[CH:8]=[CH:7][CH:6]=[CH:5][C:4]=1[CH2:9][OH:10].[CH3:11][CH:12]([CH3:16])[CH2:13][CH:14]=O.[CH2:17]1[C:25]2[C:20](=[CH:21][CH:22]=[CH:23][CH:24]=2)[CH2:19][CH:18]1[C@@H:26]([NH:30][C:31]([O:33]C(C)(C)C)=O)[C:27]([OH:29])=O.C1(COC2C=CC=CC=2[N+]#[C-])C=CC=CC=1.C(Cl)(=O)C.C(=O)(O)[O-].[Na+]. Given the product [CH2:19]1[C:20]2[C:25](=[CH:24][CH:23]=[CH:22][CH:21]=2)[CH2:17][CH:18]1[C@H:26]1[NH:30][C:31](=[O:33])[C@@H:14]([CH2:13][CH:12]([CH3:16])[CH3:11])[N:1]([CH2:2][C:3]2[CH:8]=[CH:7][CH:6]=[CH:5][C:4]=2[CH2:9][OH:10])[C:27]1=[O:29], predict the reactants needed to synthesize it. (2) Given the product [Cl:40][C:37]1[CH:38]=[CH:39][C:24]([NH:23][C:11]([C:2]2[CH:3]=[N:4][C:5]3[C:10](=[CH:9][CH:8]=[CH:7][CH:6]=3)[N:1]=2)=[O:12])=[C:25]([C:26]([NH:28][CH2:29][CH:30]2[CH2:35][CH2:34][CH2:33][CH2:32][CH2:31]2)=[O:27])[CH:36]=1, predict the reactants needed to synthesize it. The reactants are: [N:1]1[C:10]2[C:5](=[CH:6][CH:7]=[CH:8][CH:9]=2)[N:4]=[CH:3][C:2]=1[C:11](Cl)=[O:12].C(N(C(C)C)CC)(C)C.[NH2:23][C:24]1[CH:39]=[CH:38][C:37]([Cl:40])=[CH:36][C:25]=1[C:26]([NH:28][CH2:29][CH:30]1[CH2:35][CH2:34][CH2:33][CH2:32][CH2:31]1)=[O:27]. (3) The reactants are: [Br:1][C:2]1[CH:7]=[CH:6][C:5]([OH:8])=[C:4]([CH2:9][C:10]2[CH:15]=[CH:14][C:13]([F:16])=[CH:12][CH:11]=2)[CH:3]=1.C(N(C(C)C)C(C)C)C.Cl[CH2:27][O:28][CH3:29].O. Given the product [Br:1][C:2]1[CH:7]=[CH:6][C:5]([O:8][CH2:27][O:28][CH3:29])=[C:4]([CH2:9][C:10]2[CH:15]=[CH:14][C:13]([F:16])=[CH:12][CH:11]=2)[CH:3]=1, predict the reactants needed to synthesize it. (4) Given the product [O:13]=[C:4]1[N:3]([CH2:15][C:16]([O:18][CH2:19][CH3:20])=[O:17])[C:8]2[CH:9]=[CH:10][S:11][C:7]=2[C:6](=[O:12])[O:5]1, predict the reactants needed to synthesize it. The reactants are: [H-].[Na+].[NH:3]1[C:8]2[CH:9]=[CH:10][S:11][C:7]=2[C:6](=[O:12])[O:5][C:4]1=[O:13].I[CH2:15][C:16]([O:18][CH2:19][CH3:20])=[O:17].